Dataset: Peptide-MHC class I binding affinity with 185,985 pairs from IEDB/IMGT. Task: Regression. Given a peptide amino acid sequence and an MHC pseudo amino acid sequence, predict their binding affinity value. This is MHC class I binding data. (1) The peptide sequence is FLKEKGGL. The MHC is HLA-B57:01 with pseudo-sequence HLA-B57:01. The binding affinity (normalized) is 0. (2) The peptide sequence is ELKRQLADL. The MHC is BoLA-T2b with pseudo-sequence BoLA-T2b. The binding affinity (normalized) is 0.530.